Dataset: CYP1A2 inhibition data for predicting drug metabolism from PubChem BioAssay. Task: Regression/Classification. Given a drug SMILES string, predict its absorption, distribution, metabolism, or excretion properties. Task type varies by dataset: regression for continuous measurements (e.g., permeability, clearance, half-life) or binary classification for categorical outcomes (e.g., BBB penetration, CYP inhibition). Dataset: cyp1a2_veith. (1) The molecule is Nc1ccc(S(=O)(=O)NCCS(=O)(=O)O)cc1. The result is 0 (non-inhibitor). (2) The drug is O=C(ON=C1CCN(S(=O)(=O)c2ccccc2)CC1)c1ccccc1. The result is 0 (non-inhibitor). (3) The drug is CCOC(=O)c1c(-c2ccc(C)o2)csc1NC(=S)NC(=O)N(C)C. The result is 1 (inhibitor). (4) The compound is Nc1cc2c(nc3c4ccccc4c(N)cc3[n+]2-c2cccc3ccccc23)c2ccccc12.Nc1cc2c(nc3c4ccccc4ccc3[n+]2-c2cccc3ccccc23)c2ccccc12. The result is 1 (inhibitor). (5) The compound is CCn1c(SCC(=O)Nc2sc3c(c2C(N)=O)CCC(C)C3)nnc1-c1ccco1. The result is 1 (inhibitor). (6) The compound is COc1ccc(C(=O)N2CCC[C@@]3(CCN(c4ccccn4)C3)C2)cc1. The result is 1 (inhibitor). (7) The drug is COc1cc(C2N(c3cc(C)on3)C(=O)C3CCCN32)cc(OC)c1OC. The result is 1 (inhibitor). (8) The molecule is CCN(CC)N=Nc1[nH]nc2nc(C)cc(C)c12. The result is 1 (inhibitor). (9) The molecule is CCN1C(=O)[C@H]2CC[C@@H]3/C(=N\NC(=O)OCc4ccc(OC)cc4)C[C@@H](O)[C@@H](O)[C@@H]3[C@@H]2C1=O. The result is 0 (non-inhibitor).